The task is: Binary Classification. Given a drug SMILES string, predict its activity (active/inactive) in a high-throughput screening assay against a specified biological target.. This data is from HIV replication inhibition screening data with 41,000+ compounds from the AIDS Antiviral Screen. (1) The drug is CC(C)Cc1cnc(CC(C)C)c(-c2cc3ccccc3[nH]2)n1. The result is 0 (inactive). (2) The molecule is COc1ccc(C2C(Cl)C(=O)N2NC(=O)c2ccc(N)cc2)cc1OC. The result is 0 (inactive). (3) The drug is O=C1C(=NO)C2CCC1C2. The result is 0 (inactive). (4) The molecule is Cc1ccc(N2C(=O)c3cccc4c(N)c(S(=O)(=O)O)cc(c34)C2=O)cc1. The result is 0 (inactive).